This data is from Catalyst prediction with 721,799 reactions and 888 catalyst types from USPTO. The task is: Predict which catalyst facilitates the given reaction. Reactant: [Br:1][C:2]1[CH:3]=[C:4]([C:12]([O:14][CH3:15])=[O:13])[CH:5]=[C:6]([CH:11]=1)[C:7](OC)=[O:8].[BH4-].[Na+].O. Product: [Br:1][C:2]1[CH:3]=[C:4]([CH:5]=[C:6]([CH2:7][OH:8])[CH:11]=1)[C:12]([O:14][CH3:15])=[O:13]. The catalyst class is: 5.